Dataset: Retrosynthesis with 50K atom-mapped reactions and 10 reaction types from USPTO. Task: Predict the reactants needed to synthesize the given product. Given the product O=C(CCl)N1CCN(c2nc3ccc(Cl)cc3s2)CC1, predict the reactants needed to synthesize it. The reactants are: Clc1ccc2nc(N3CCNCC3)sc2c1.O=C(Cl)CCl.